This data is from hERG Central: cardiac toxicity at 1µM, 10µM, and general inhibition. The task is: Predict hERG channel inhibition at various concentrations. (1) The molecule is O=C1C2(c3ccccc3)CN(CCCO)CC1(c1ccccc1)CN(CCCO)C2. Results: hERG_inhib (hERG inhibition (general)): blocker. (2) The drug is CCNc1nc(NCC)nc(N(C#N)CCOc2ccccc2)n1. Results: hERG_inhib (hERG inhibition (general)): blocker. (3) The compound is COc1cc(/C=N/NC(=O)c2ccc(Cn3cc([N+](=O)[O-])cn3)o2)cc(Br)c1O. Results: hERG_inhib (hERG inhibition (general)): blocker. (4) The molecule is Cc1cc(C)nc(/N=C(\N)Nc2ccc(OCCC(C)C)cc2)n1. Results: hERG_inhib (hERG inhibition (general)): blocker. (5) The compound is O=C(CCCn1ncn2c(cc3occc32)c1=O)N1CCc2ccccc2C1. Results: hERG_inhib (hERG inhibition (general)): blocker. (6) The compound is CCCC(=O)N1CCN(c2ccc(NC(=O)c3cccs3)cc2Cl)CC1. Results: hERG_inhib (hERG inhibition (general)): blocker.